Dataset: Reaction yield outcomes from USPTO patents with 853,638 reactions. Task: Predict the reaction yield, written as a fraction of the theoretical maximum amount of product (1.0 means a 100% yield; for example, 0.34 means a 34% yield). (1) The reactants are [NH2:1][C:2](=O)[C@@H:3]([N:11]([CH3:19])[C:12](=[O:18])[O:13][C:14]([CH3:17])([CH3:16])[CH3:15])[CH2:4][CH:5]1[CH2:10][CH2:9][O:8][CH2:7][CH2:6]1.CSC.B.OS([O-])(=O)=O.[K+].[OH-].[Na+]. The catalyst is C1COCC1.O. The product is [NH2:1][CH2:2][C@@H:3]([N:11]([CH3:19])[C:12](=[O:18])[O:13][C:14]([CH3:15])([CH3:17])[CH3:16])[CH2:4][CH:5]1[CH2:6][CH2:7][O:8][CH2:9][CH2:10]1. The yield is 0.430. (2) The reactants are Cl.[NH2:2][C:3]1[CH:4]=[N:5][CH:6]=[C:7]([F:24])[C:8]=1[N:9]1[CH2:14][CH2:13][CH:12]([C:15]([N:17]2[CH2:22][CH2:21][N:20]([CH3:23])[CH2:19][CH2:18]2)=[O:16])[CH2:11][CH2:10]1.CCN(C(C)C)C(C)C.[C:34]([CH2:36][C:37](O)=[O:38])#[N:35].CCN=C=NCCCN(C)C. The catalyst is C(Cl)Cl. The product is [C:34]([CH2:36][C:37]([NH:2][C:3]1[CH:4]=[N:5][CH:6]=[C:7]([F:24])[C:8]=1[N:9]1[CH2:10][CH2:11][CH:12]([C:15]([N:17]2[CH2:18][CH2:19][N:20]([CH3:23])[CH2:21][CH2:22]2)=[O:16])[CH2:13][CH2:14]1)=[O:38])#[N:35]. The yield is 0.900. (3) The reactants are CC([O:4][CH2:5][C@H:6]1[O:11][C@@H:10]([O:12]C2C=CC([N+]([O-])=O)=CC=2Cl)[C@H:9]2[O:23]C([O:26][C@H:8]2[C@@H:7]1[O:27]C(C)=O)=O)=O. The catalyst is CO. The product is [CH2:5]([OH:4])[C@H:6]1[O:11][CH:10]([OH:12])[C@@H:9]([OH:23])[C@@H:8]([OH:26])[C@@H:7]1[OH:27]. The yield is 0.730. (4) The reactants are [C:1]([C:3]1[CH:8]=[CH:7][C:6]([OH:9])=[CH:5][CH:4]=1)#[N:2].C(=O)([O-])[O-].[K+].[K+].Br.[N:17]1[CH:22]=[CH:21][CH:20]=[CH:19][C:18]=1[CH2:23]Br. The catalyst is CN(C)C=O.[Cl-].[Na+].O. The product is [N:17]1[CH:22]=[CH:21][CH:20]=[CH:19][C:18]=1[CH2:23][O:9][C:6]1[CH:7]=[CH:8][C:3]([C:1]#[N:2])=[CH:4][CH:5]=1. The yield is 0.530. (5) The reactants are [Si]([O:18][CH2:19][C@H:20]1[O:24][C@@H:23]([N:25]2[C:42]3[N:41]=[CH:40][N:39]=[C:29]([NH:30][C:31](=[O:38])[C:32]4[CH:37]=[CH:36][CH:35]=[CH:34][CH:33]=4)[C:28]=3[N:27]=[CH:26]2)[C@H:22]([O:43][CH2:44][CH2:45][O:46][N:47]([CH3:49])[CH3:48])[C@@H:21]1[OH:50])(C(C)(C)C)(C1C=CC=CC=1)C1C=CC=CC=1. The catalyst is C1COCC1. The product is [C:31]([NH:30][C:29]1[C:28]2[N:27]=[CH:26][N:25]([C:42]=2[N:41]=[CH:40][N:39]=1)[C@@H:23]1[O:24][C@H:20]([CH2:19][OH:18])[C@@H:21]([OH:50])[C@H:22]1[O:43][CH2:44][CH2:45][O:46][N:47]([CH3:49])[CH3:48])(=[O:38])[C:32]1[CH:33]=[CH:34][CH:35]=[CH:36][CH:37]=1. The yield is 0.860.